From a dataset of NCI-60 drug combinations with 297,098 pairs across 59 cell lines. Regression. Given two drug SMILES strings and cell line genomic features, predict the synergy score measuring deviation from expected non-interaction effect. (1) Drug 1: CC1=C(N=C(N=C1N)C(CC(=O)N)NCC(C(=O)N)N)C(=O)NC(C(C2=CN=CN2)OC3C(C(C(C(O3)CO)O)O)OC4C(C(C(C(O4)CO)O)OC(=O)N)O)C(=O)NC(C)C(C(C)C(=O)NC(C(C)O)C(=O)NCCC5=NC(=CS5)C6=NC(=CS6)C(=O)NCCC[S+](C)C)O. Drug 2: CN(CC1=CN=C2C(=N1)C(=NC(=N2)N)N)C3=CC=C(C=C3)C(=O)NC(CCC(=O)O)C(=O)O. Cell line: BT-549. Synergy scores: CSS=27.3, Synergy_ZIP=-6.92, Synergy_Bliss=-6.79, Synergy_Loewe=-19.3, Synergy_HSA=-1.02. (2) Drug 2: COC1=C2C(=CC3=C1OC=C3)C=CC(=O)O2. Cell line: SK-MEL-2. Synergy scores: CSS=23.7, Synergy_ZIP=-6.54, Synergy_Bliss=-0.917, Synergy_Loewe=-15.7, Synergy_HSA=-1.25. Drug 1: CC1OCC2C(O1)C(C(C(O2)OC3C4COC(=O)C4C(C5=CC6=C(C=C35)OCO6)C7=CC(=C(C(=C7)OC)O)OC)O)O. (3) Drug 1: CC1C(C(CC(O1)OC2CC(OC(C2O)C)OC3=CC4=CC5=C(C(=O)C(C(C5)C(C(=O)C(C(C)O)O)OC)OC6CC(C(C(O6)C)O)OC7CC(C(C(O7)C)O)OC8CC(C(C(O8)C)O)(C)O)C(=C4C(=C3C)O)O)O)O. Drug 2: CCC1(C2=C(COC1=O)C(=O)N3CC4=CC5=C(C=CC(=C5CN(C)C)O)N=C4C3=C2)O.Cl. Cell line: SK-MEL-5. Synergy scores: CSS=51.7, Synergy_ZIP=-0.806, Synergy_Bliss=0.838, Synergy_Loewe=-9.22, Synergy_HSA=1.66.